This data is from Full USPTO retrosynthesis dataset with 1.9M reactions from patents (1976-2016). The task is: Predict the reactants needed to synthesize the given product. (1) Given the product [CH3:17][O:18][CH2:19][CH2:20][O:21][C:2]1[C:3]([N:12]2[CH:16]=[CH:15][CH:14]=[CH:13]2)=[CH:4][C:5]([N+:9]([O-:11])=[O:10])=[C:6]([NH2:8])[CH:7]=1, predict the reactants needed to synthesize it. The reactants are: Cl[C:2]1[C:3]([N:12]2[CH:16]=[CH:15][CH:14]=[CH:13]2)=[CH:4][C:5]([N+:9]([O-:11])=[O:10])=[C:6]([NH2:8])[CH:7]=1.[CH3:17][O:18][CH2:19][CH2:20][OH:21].[OH-].[K+]. (2) Given the product [Cl:26][C:24]1[CH:23]=[C:4]([CH:3]=[C:2]([Cl:1])[CH:25]=1)[O:5][CH:6]([CH2:21][CH3:22])[C:7]([NH:9][C:10]([CH3:19])([CH3:20])[C:11]#[C:12][CH2:13][CH2:14][CH2:15][S:16]([CH3:18])(=[O:35])=[O:17])=[O:8], predict the reactants needed to synthesize it. The reactants are: [Cl:1][C:2]1[CH:3]=[C:4]([CH:23]=[C:24]([Cl:26])[CH:25]=1)[O:5][CH:6]([CH2:21][CH3:22])[C:7]([NH:9][C:10]([CH3:20])([CH3:19])[C:11]#[C:12][CH2:13][CH2:14][CH2:15][S:16]([CH3:18])=[O:17])=[O:8].ClC1C=CC=C(C(OO)=[O:35])C=1.CCCCCC.C(OCC)(=O)C. (3) Given the product [Br:1][C:2]1[N:6]2[N:7]=[C:8]([C:11]3[CH:12]=[CH:13][C:14]([C:15]([N:54]4[CH2:53][CH2:52][N:51]([C:57]([O:59][C:60]([CH3:63])([CH3:62])[CH3:61])=[O:58])[CH2:56][CH2:55]4)=[O:17])=[CH:18][CH:19]=3)[CH:9]=[CH:10][C:5]2=[N:4][CH:3]=1, predict the reactants needed to synthesize it. The reactants are: [Br:1][C:2]1[N:6]2[N:7]=[C:8]([C:11]3[CH:19]=[CH:18][C:14]([C:15]([OH:17])=O)=[CH:13][CH:12]=3)[CH:9]=[CH:10][C:5]2=[N:4][CH:3]=1.CN(C(ON1N=NC2C=CC=NC1=2)=[N+](C)C)C.F[P-](F)(F)(F)(F)F.CN1CCOCC1.[N:51]1([C:57]([O:59][C:60]([CH3:63])([CH3:62])[CH3:61])=[O:58])[CH2:56][CH2:55][NH:54][CH2:53][CH2:52]1. (4) Given the product [NH2:25][C:26]1[CH:31]=[C:30]([C:8]2[CH:13]=[CH:12][C:11]([C@@H:14]3[CH2:16][C@H:15]3[NH:17][C:18](=[O:24])[O:19][C:20]([CH3:23])([CH3:22])[CH3:21])=[CH:10][CH:9]=2)[CH:29]=[CH:28][CH:27]=1, predict the reactants needed to synthesize it. The reactants are: C([O-])([O-])=O.[K+].[K+].Br[C:8]1[CH:13]=[CH:12][C:11]([C@@H:14]2[CH2:16][C@H:15]2[NH:17][C:18](=[O:24])[O:19][C:20]([CH3:23])([CH3:22])[CH3:21])=[CH:10][CH:9]=1.[NH2:25][C:26]1[CH:27]=[C:28](B(O)O)[CH:29]=[CH:30][CH:31]=1.